This data is from NCI-60 drug combinations with 297,098 pairs across 59 cell lines. The task is: Regression. Given two drug SMILES strings and cell line genomic features, predict the synergy score measuring deviation from expected non-interaction effect. (1) Drug 1: C1=C(C(=O)NC(=O)N1)F. Drug 2: C1C(C(OC1N2C=NC3=C(N=C(N=C32)Cl)N)CO)O. Cell line: SK-MEL-2. Synergy scores: CSS=29.2, Synergy_ZIP=-1.20, Synergy_Bliss=-1.36, Synergy_Loewe=-2.04, Synergy_HSA=-1.79. (2) Drug 1: CC12CCC3C(C1CCC2=O)CC(=C)C4=CC(=O)C=CC34C. Drug 2: CS(=O)(=O)OCCCCOS(=O)(=O)C. Cell line: PC-3. Synergy scores: CSS=50.0, Synergy_ZIP=1.28, Synergy_Bliss=3.57, Synergy_Loewe=-6.13, Synergy_HSA=5.11. (3) Synergy scores: CSS=0.0670, Synergy_ZIP=-1.10, Synergy_Bliss=-2.12, Synergy_Loewe=-2.49, Synergy_HSA=-2.20. Drug 2: C1CC(=O)NC(=O)C1N2C(=O)C3=CC=CC=C3C2=O. Cell line: A549. Drug 1: CN1C(=O)N2C=NC(=C2N=N1)C(=O)N. (4) Drug 1: CC1C(C(=O)NC(C(=O)N2CCCC2C(=O)N(CC(=O)N(C(C(=O)O1)C(C)C)C)C)C(C)C)NC(=O)C3=C4C(=C(C=C3)C)OC5=C(C(=O)C(=C(C5=N4)C(=O)NC6C(OC(=O)C(N(C(=O)CN(C(=O)C7CCCN7C(=O)C(NC6=O)C(C)C)C)C)C(C)C)C)N)C. Drug 2: CN1C(=O)N2C=NC(=C2N=N1)C(=O)N. Cell line: CAKI-1. Synergy scores: CSS=1.62, Synergy_ZIP=-4.95, Synergy_Bliss=-5.22, Synergy_Loewe=-6.08, Synergy_HSA=-5.42. (5) Drug 1: CC=C1C(=O)NC(C(=O)OC2CC(=O)NC(C(=O)NC(CSSCCC=C2)C(=O)N1)C(C)C)C(C)C. Drug 2: CN1C2=C(C=C(C=C2)N(CCCl)CCCl)N=C1CCCC(=O)O.Cl. Cell line: HT29. Synergy scores: CSS=51.5, Synergy_ZIP=-0.214, Synergy_Bliss=-2.59, Synergy_Loewe=-64.2, Synergy_HSA=-4.11. (6) Drug 1: C1C(C(OC1N2C=C(C(=O)NC2=O)F)CO)O. Drug 2: C1CC(C1)(C(=O)O)C(=O)O.[NH2-].[NH2-].[Pt+2]. Cell line: MCF7. Synergy scores: CSS=19.5, Synergy_ZIP=-5.87, Synergy_Bliss=-4.10, Synergy_Loewe=-0.457, Synergy_HSA=0.444. (7) Drug 1: C1CCC(CC1)NC(=O)N(CCCl)N=O. Drug 2: CC1=C(C(=O)C2=C(C1=O)N3CC4C(C3(C2COC(=O)N)OC)N4)N. Cell line: SF-539. Synergy scores: CSS=18.4, Synergy_ZIP=-13.6, Synergy_Bliss=-9.63, Synergy_Loewe=-25.1, Synergy_HSA=-7.68.